From a dataset of Forward reaction prediction with 1.9M reactions from USPTO patents (1976-2016). Predict the product of the given reaction. (1) Given the reactants [CH2:1]([N:8]1[CH2:13][CH2:12][CH:11]([NH:14][CH2:15][C:16]2[CH:21]=[CH:20][C:19]([O:22][CH3:23])=[CH:18][C:17]=2[O:24][CH3:25])[CH:10]([CH3:26])[CH2:9]1)[C:2]1[CH:7]=[CH:6][CH:5]=[CH:4][CH:3]=1.C(N(CC)CC)C.[F:34][C:35]([F:46])([F:45])[C:36](O[C:36](=[O:37])[C:35]([F:46])([F:45])[F:34])=[O:37].O, predict the reaction product. The product is: [CH2:1]([N:8]1[CH2:13][CH2:12][CH:11]([N:14]([CH2:15][C:16]2[CH:21]=[CH:20][C:19]([O:22][CH3:23])=[CH:18][C:17]=2[O:24][CH3:25])[C:36](=[O:37])[C:35]([F:46])([F:45])[F:34])[CH:10]([CH3:26])[CH2:9]1)[C:2]1[CH:3]=[CH:4][CH:5]=[CH:6][CH:7]=1. (2) Given the reactants C(OC([N:8]1[CH2:13][CH2:12][C@@:11]([C:15]2[CH:20]=[CH:19][C:18]([O:21][CH2:22][CH2:23][O:24][C:25]3[C:30]([Cl:31])=[CH:29][C:28]([CH3:32])=[CH:27][C:26]=3[Cl:33])=[CH:17][CH:16]=2)([OH:14])[C@@H:10]([C:34](=[O:48])[N:35]([CH:45]2[CH2:47][CH2:46]2)[CH2:36][C:37]2[CH:42]=[CH:41][CH:40]=[C:39]([CH3:43])[C:38]=2[CH3:44])[CH2:9]1)=O)(C)(C)C.Cl, predict the reaction product. The product is: [CH:45]1([N:35]([CH2:36][C:37]2[CH:42]=[CH:41][CH:40]=[C:39]([CH3:43])[C:38]=2[CH3:44])[C:34]([C@@H:10]2[C@:11]([C:15]3[CH:20]=[CH:19][C:18]([O:21][CH2:22][CH2:23][O:24][C:25]4[C:30]([Cl:31])=[CH:29][C:28]([CH3:32])=[CH:27][C:26]=4[Cl:33])=[CH:17][CH:16]=3)([OH:14])[CH2:12][CH2:13][NH:8][CH2:9]2)=[O:48])[CH2:46][CH2:47]1. (3) Given the reactants C(=O)([O-])[O-].[K+].[K+].[S:7]1[CH:11]=[CH:10][CH:9]=[C:8]1[SH:12].[Br:13][CH2:14][CH2:15]Br, predict the reaction product. The product is: [Br:13][CH2:14][CH2:15][S:12][C:8]1[S:7][CH:11]=[CH:10][CH:9]=1. (4) The product is: [Cl:1][C:2]1[C:7]([F:8])=[CH:6][CH:5]=[C:4]([Cl:9])[C:3]=1[CH:10]([O:12][C:13]1[C:14]([NH2:21])=[N:15][CH:16]=[C:17]([C:19]2[N:44]=[N:43][N:42]([CH:40]3[CH2:41][N:38]([CH:37]([C:31]4[CH:36]=[CH:35][CH:34]=[CH:33][CH:32]=4)[C:45]4[CH:50]=[CH:49][CH:48]=[CH:47][CH:46]=4)[CH2:39]3)[CH:20]=2)[CH:18]=1)[CH3:11]. Given the reactants [Cl:1][C:2]1[C:7]([F:8])=[CH:6][CH:5]=[C:4]([Cl:9])[C:3]=1[CH:10]([O:12][C:13]1[C:14]([NH2:21])=[N:15][CH:16]=[C:17]([C:19]#[CH:20])[CH:18]=1)[CH3:11].C(N(C(C)C)CC)(C)C.[C:31]1([CH:37]([C:45]2[CH:50]=[CH:49][CH:48]=[CH:47][CH:46]=2)[N:38]2[CH2:41][CH:40]([N:42]=[N+:43]=[N-:44])[CH2:39]2)[CH:36]=[CH:35][CH:34]=[CH:33][CH:32]=1, predict the reaction product. (5) Given the reactants [Cl:1][CH2:2][CH2:3][CH2:4][O:5][C:6]1[CH:11]=[CH:10][C:9]([C:12]2[S:13][C:14]([C:18]([O-:20])=[O:19])=[C:15]([CH3:17])[N:16]=2)=[CH:8][CH:7]=1.[OH-].[Na+], predict the reaction product. The product is: [Cl:1][CH2:2][CH2:3][CH2:4][O:5][C:6]1[CH:11]=[CH:10][C:9]([C:12]2[S:13][C:14]([C:18]([OH:20])=[O:19])=[C:15]([CH3:17])[N:16]=2)=[CH:8][CH:7]=1. (6) Given the reactants [CH3:1][C:2]1[CH:7]=[C:6]([OH:8])[C:5]([CH3:9])=[CH:4][C:3]=1[N+:10]([O-:12])=[O:11].F[C:14](F)(F)CC(O)C.C1(P(C2C=CC=CC=2)C2C=CC=CC=2)C=CC=CC=1.N(C([O:49][CH2:50][CH3:51])=O)=NC(OCC)=O.[C:52]1([CH3:58])[CH:57]=CC=C[CH:53]=1, predict the reaction product. The product is: [CH3:53][C:52]([CH3:58])([CH3:14])[CH2:57][C:50](=[O:49])[CH2:51][O:8][C:6]1[CH:7]=[C:2]([CH3:1])[C:3]([N+:10]([O-:12])=[O:11])=[CH:4][C:5]=1[CH3:9].